From a dataset of Forward reaction prediction with 1.9M reactions from USPTO patents (1976-2016). Predict the product of the given reaction. (1) The product is: [CH3:1][O:2][C:3](=[O:35])[NH:4][CH:5]([C:9]([N:11]1[CH:15]([C:16]2[NH:17][CH:18]=[C:19]([C:21]3[CH:26]=[CH:25][C:24]([Br:27])=[CH:23][CH:22]=3)[N:40]=2)[CH2:14][N:13]([C:29]2[CH:30]=[CH:31][CH:32]=[CH:33][CH:34]=2)[CH2:12]1)=[O:10])[CH:6]([CH3:7])[CH3:8]. Given the reactants [CH3:1][O:2][C:3](=[O:35])[NH:4][CH:5]([C:9]([N:11]1[CH:15]([C:16](=O)[NH:17][CH2:18][C:19]([C:21]2[CH:26]=[CH:25][C:24]([Br:27])=[CH:23][CH:22]=2)=O)[CH2:14][N:13]([C:29]2[CH:34]=[CH:33][CH:32]=[CH:31][CH:30]=2)[CH2:12]1)=[O:10])[CH:6]([CH3:8])[CH3:7].C([O-])(=O)C.[NH4+:40], predict the reaction product. (2) The product is: [Br:1][C:2]1[CH:3]=[C:4]([CH:27]=[C:28]([C:30]([F:31])([F:32])[F:33])[CH:29]=1)[CH2:5][O:6][CH2:7][C:8]1([C:21]2[CH:22]=[N:23][CH:24]=[CH:25][CH:26]=2)[CH2:13][CH2:12][N:11]([CH3:14])[CH2:10][CH2:9]1. Given the reactants [Br:1][C:2]1[CH:3]=[C:4]([CH:27]=[C:28]([C:30]([F:33])([F:32])[F:31])[CH:29]=1)[CH2:5][O:6][CH2:7][C:8]1([C:21]2[CH:22]=[N:23][CH:24]=[CH:25][CH:26]=2)[CH2:13][CH2:12][N:11]([C:14](OC(C)(C)C)=O)[CH2:10][CH2:9]1.C(O[BH-](OC(=O)C)OC(=O)C)(=O)C.[Na+], predict the reaction product. (3) Given the reactants [H-].[Na+].[C:3]([O:7][C:8](=[O:20])[NH:9][CH2:10][C:11]1[CH:16]=[CH:15][CH:14]=[CH:13][C:12]=1[N:17]=[N+:18]=[N-:19])([CH3:6])([CH3:5])[CH3:4].Br[CH2:22][C:23]#[C:24][C:25]1[CH:30]=[CH:29][C:28]([F:31])=[CH:27][CH:26]=1, predict the reaction product. The product is: [C:3]([O:7][C:8]([N:9]1[CH2:22][C:23]2[N:17]([N:18]=[N:19][C:24]=2[C:25]2[CH:30]=[CH:29][C:28]([F:31])=[CH:27][CH:26]=2)[C:12]2[CH:13]=[CH:14][CH:15]=[CH:16][C:11]=2[CH2:10]1)=[O:20])([CH3:6])([CH3:4])[CH3:5]. (4) Given the reactants BrC1C=CC(C(N2CCN(C3C(C)=CC(C)=CN=3)CC2)=O)=C(F)C=1.COC1C=CC(CN2C(=O)C(C)(C)NC2=O)=CC=1.[CH3:43][C:44]1[C:45]([N:51]2[CH2:56][CH2:55][N:54]([C:57]([C:59]3[CH:64]=[CH:63][C:62]([N:65]4[C:69]([CH3:71])([CH3:70])[C:68](=[O:72])[N:67](CC5C=CC(OC)=CC=5)[C:66]4=[O:82])=[CH:61][C:60]=3[F:83])=[O:58])[CH2:53][CH2:52]2)=[N:46][CH:47]=[C:48]([CH3:50])[CH:49]=1, predict the reaction product. The product is: [CH3:43][C:44]1[C:45]([N:51]2[CH2:52][CH2:53][N:54]([C:57]([C:59]3[CH:64]=[CH:63][C:62]([N:65]4[C:69]([CH3:71])([CH3:70])[C:68](=[O:72])[NH:67][C:66]4=[O:82])=[CH:61][C:60]=3[F:83])=[O:58])[CH2:55][CH2:56]2)=[N:46][CH:47]=[C:48]([CH3:50])[CH:49]=1.